Dataset: Reaction yield outcomes from USPTO patents with 853,638 reactions. Task: Predict the reaction yield, written as a fraction of the theoretical maximum amount of product (1.0 means a 100% yield; for example, 0.34 means a 34% yield). (1) The reactants are [F:1][C:2]([F:25])([F:24])[C:3]1[CH:12]=[C:11]([N:13]2[CH2:18][CH2:17][N:16]([CH2:19][CH2:20][CH2:21][CH2:22][NH2:23])[CH2:15][CH2:14]2)[C:10]2[C:5](=[CH:6][CH:7]=[CH:8][CH:9]=2)[N:4]=1.C1N=CN([C:31]([N:33]2[CH:37]=N[CH:35]=[CH:34]2)=[O:32])C=1.[C:38]1([CH:44]2CCNC[CH2:45]2)[CH:43]=[CH:42][CH:41]=[CH:40][CH:39]=1. The catalyst is C(Cl)(Cl)Cl.CO. The product is [C:38]1([CH:44]2[CH2:35][CH2:34][N:33]([C:31]([NH:23][CH2:22][CH2:21][CH2:20][CH2:19][N:16]3[CH2:15][CH2:14][N:13]([C:11]4[C:10]5[C:5](=[CH:6][CH:7]=[CH:8][CH:9]=5)[N:4]=[C:3]([C:2]([F:24])([F:1])[F:25])[CH:12]=4)[CH2:18][CH2:17]3)=[O:32])[CH2:37][CH2:45]2)[CH:43]=[CH:42][CH:41]=[CH:40][CH:39]=1. The yield is 0.260. (2) The reactants are C1C2C(COC([NH:18][CH2:19][CH2:20][CH2:21][N:22]([CH3:49])[C:23]([CH2:25][CH2:26][N:27]3[CH2:32][CH2:31][CH:30]([O:33][C:34](=[O:48])[NH:35][C:36]4[CH:41]=[CH:40][CH:39]=[CH:38][C:37]=4[C:42]4[CH:47]=[CH:46][CH:45]=[CH:44][CH:43]=4)[CH2:29][CH2:28]3)=[O:24])=O)C3C(=CC=CC=3)C=2C=CC=1.N1CCCCC1. The catalyst is C(Cl)Cl. The product is [NH2:18][CH2:19][CH2:20][CH2:21][N:22]([CH3:49])[C:23]([CH2:25][CH2:26][N:27]1[CH2:28][CH2:29][CH:30]([O:33][C:34](=[O:48])[NH:35][C:36]2[CH:41]=[CH:40][CH:39]=[CH:38][C:37]=2[C:42]2[CH:43]=[CH:44][CH:45]=[CH:46][CH:47]=2)[CH2:31][CH2:32]1)=[O:24]. The yield is 0.660.